This data is from Reaction yield outcomes from USPTO patents with 853,638 reactions. The task is: Predict the reaction yield, written as a fraction of the theoretical maximum amount of product (1.0 means a 100% yield; for example, 0.34 means a 34% yield). (1) The reactants are [F:1][C:2]1[CH:3]=[C:4]([N+:9]([O-:11])=[O:10])[CH:5]=[CH:6][C:7]=1F.[CH2:12]([CH2:14][NH2:15])[OH:13]. The catalyst is C(#N)C. The product is [F:1][C:2]1[CH:3]=[C:4]([N+:9]([O-:11])=[O:10])[CH:5]=[CH:6][C:7]=1[NH:15][CH2:14][CH2:12][OH:13]. The yield is 0.730. (2) The reactants are [NH2:1][C@H:2]([C:7]([OH:9])=[O:8])[CH2:3][C:4](=[O:6])[NH2:5].C(=O)([O-])[O-].[Na+].[Na+].O1CCOCC1.[C:22]([O:26][C:27](O[C:27]([O:26][C:22]([CH3:25])([CH3:24])[CH3:23])=[O:28])=[O:28])([CH3:25])([CH3:24])[CH3:23]. The catalyst is O. The product is [C:22]([O:26][C:27]([NH:1][C@H:2]([C:7]([OH:9])=[O:8])[CH2:3][C:4](=[O:6])[NH2:5])=[O:28])([CH3:25])([CH3:24])[CH3:23]. The yield is 0.910. (3) The reactants are [Br:1][C:2]1[CH:16]=[CH:15][C:5]([O:6][CH2:7][CH2:8][CH2:9][C:10]([O:12]CC)=[O:11])=[CH:4][C:3]=1[F:17].[Li+].[OH-].O1CCCC1.Cl. The catalyst is O. The product is [Br:1][C:2]1[CH:16]=[CH:15][C:5]([O:6][CH2:7][CH2:8][CH2:9][C:10]([OH:12])=[O:11])=[CH:4][C:3]=1[F:17]. The yield is 0.680. (4) The reactants are [Cl:1][C:2]1[CH:10]=[C:6]([C:7]([OH:9])=O)[C:5]([OH:11])=[CH:4][CH:3]=1.[NH2:12][C:13]1[S:14][CH:15]=[C:16]([C:18]2[CH:23]=[C:22]([C:24]([F:27])([F:26])[F:25])[CH:21]=[C:20]([C:28]([F:31])([F:30])[F:29])[CH:19]=2)[N:17]=1.P(Cl)(Cl)Cl.ClC1C=CC=CC=1. The catalyst is O. The product is [Cl:1][C:2]1[CH:3]=[CH:4][C:5]([OH:11])=[C:6]([CH:10]=1)[C:7]([NH:12][C:13]1[S:14][CH:15]=[C:16]([C:18]2[CH:19]=[C:20]([C:28]([F:29])([F:30])[F:31])[CH:21]=[C:22]([C:24]([F:27])([F:25])[F:26])[CH:23]=2)[N:17]=1)=[O:9]. The yield is 0.235. (5) The reactants are [C:1]([C:3]1[CH:19]=[CH:18][C:6]([O:7][C:8]2[CH:9]=[CH:10][C:11]3[B:15]([OH:16])[O:14][CH2:13][C:12]=3[CH:17]=2)=[C:5]([CH:20]=O)[CH:4]=1)#[N:2].[NH:22]1[CH2:27][CH2:26][O:25][CH2:24][CH2:23]1.C(O)(=O)C.C([BH3-])#N. The catalyst is CO.O. The product is [OH:16][B:15]1[C:11]2[CH:10]=[CH:9][C:8]([O:7][C:6]3[CH:18]=[CH:19][C:3]([C:1]#[N:2])=[CH:4][C:5]=3[CH2:20][N:22]3[CH2:27][CH2:26][O:25][CH2:24][CH2:23]3)=[CH:17][C:12]=2[CH2:13][O:14]1. The yield is 0.800. (6) The reactants are C([O:8][C:9]([C@@H:11]1[CH2:15][CH2:14][CH2:13][N:12]1[C:16](=[O:35])[C@H:17]([NH:31][C:32](=[O:34])[CH3:33])[CH2:18][C:19]1[CH:24]=[CH:23][C:22]([C:25]2[CH:30]=[CH:29][CH:28]=[CH:27][CH:26]=2)=[CH:21][CH:20]=1)=[O:10])C1C=CC=CC=1. The catalyst is CO.[Pd]. The product is [C:32]([NH:31][C@H:17]([CH2:18][C:19]1[CH:20]=[CH:21][C:22]([C:25]2[CH:30]=[CH:29][CH:28]=[CH:27][CH:26]=2)=[CH:23][CH:24]=1)[C:16]([N:12]1[CH2:13][CH2:14][CH2:15][C@H:11]1[C:9]([OH:10])=[O:8])=[O:35])(=[O:34])[CH3:33]. The yield is 0.910.